Dataset: Reaction yield outcomes from USPTO patents with 853,638 reactions. Task: Predict the reaction yield, written as a fraction of the theoretical maximum amount of product (1.0 means a 100% yield; for example, 0.34 means a 34% yield). (1) The reactants are [OH:1][CH2:2][C@@H:3]([N:11](C(OCC1C=CC=CC=1)=O)[NH:12]C(OCC1C=CC=CC=1)=O)[CH2:4][CH:5]1[CH2:10][CH2:9][O:8][CH2:7][CH2:6]1. The catalyst is CO.[OH-].[OH-].[Pd+2]. The product is [NH:11]([CH:3]([CH2:4][CH:5]1[CH2:6][CH2:7][O:8][CH2:9][CH2:10]1)[CH2:2][OH:1])[NH2:12]. The yield is 0.940. (2) The reactants are [Cl:1][C:2]1[CH:7]=[CH:6][N:5]=[C:4]2[CH:8]=[C:9]([C:11]([O-:13])=O)[S:10][C:3]=12.[Li+].S(Cl)(Cl)=O.[CH3:19][N:20]([CH3:26])[C@@H:21]1[CH2:25][CH2:24][NH:23][CH2:22]1.CCN(CC)CC. No catalyst specified. The product is [Cl:1][C:2]1[CH:7]=[CH:6][N:5]=[C:4]2[CH:8]=[C:9]([C:11]([N:23]3[CH2:24][CH2:25][C@@H:21]([N:20]([CH3:26])[CH3:19])[CH2:22]3)=[O:13])[S:10][C:3]=12. The yield is 0.430. (3) The reactants are [CH3:1][C:2]1[CH:7]=[CH:6][C:5]([S:8]([O:11][CH2:12][CH:13]2[CH2:17][C:16]3[CH:18]=[C:19]([F:23])[CH:20]=[C:21](Br)[C:15]=3[O:14]2)(=[O:10])=[O:9])=[CH:4][CH:3]=1.[Cl:24][C:25]1[CH:30]=[CH:29][CH:28]=[CH:27][C:26]=1B(O)O.C(=O)([O-])[O-].[K+].[K+]. The catalyst is CC1C=CC=CC=1[P](C1C=CC=CC=1C)([Pd](Cl)(Cl)[P](C1=C(C)C=CC=C1)(C1C=CC=CC=1C)C1C=CC=CC=1C)C1C=CC=CC=1C. The product is [CH3:1][C:2]1[CH:7]=[CH:6][C:5]([S:8]([O:11][CH2:12][CH:13]2[CH2:17][C:16]3[CH:18]=[C:19]([F:23])[CH:20]=[C:21]([C:26]4[CH:27]=[CH:28][CH:29]=[CH:30][C:25]=4[Cl:24])[C:15]=3[O:14]2)(=[O:10])=[O:9])=[CH:4][CH:3]=1. The yield is 0.670. (4) The reactants are [Cl:1][C:2]1[C:3](=[O:12])[N:4]([CH2:9][O:10][CH3:11])[N:5]=[CH:6][C:7]=1Cl.[CH3:13][O-:14].[Na+]. The catalyst is CO. The product is [Cl:1][C:2]1[C:3](=[O:12])[N:4]([CH2:9][O:10][CH3:11])[N:5]=[CH:6][C:7]=1[O:14][CH3:13]. The yield is 0.980. (5) The reactants are C([O:3][C:4](=[O:31])[CH2:5][N:6]1[C:14]2[CH2:13][CH2:12][CH2:11][C@@H:10]([N:15]([S:17]([C:20]3[CH:25]=[C:24]([C:26]([F:29])([F:28])[F:27])[CH:23]=[C:22](Br)[CH:21]=3)(=[O:19])=[O:18])[CH3:16])[C:9]=2[CH:8]=[N:7]1)C.[F:32][C:33]1[CH:38]=[CH:37][C:36](B(O)O)=[CH:35][CH:34]=1. No catalyst specified. The product is [F:32][C:33]1[CH:38]=[CH:37][C:36]([C:22]2[CH:23]=[C:24]([C:26]([F:28])([F:27])[F:29])[CH:25]=[C:20]([S:17]([N:15]([CH3:16])[C@@H:10]3[CH2:11][CH2:12][CH2:13][C:14]4[N:6]([CH2:5][C:4]([OH:3])=[O:31])[N:7]=[CH:8][C:9]3=4)(=[O:18])=[O:19])[CH:21]=2)=[CH:35][CH:34]=1. The yield is 0.420.